From a dataset of Full USPTO retrosynthesis dataset with 1.9M reactions from patents (1976-2016). Predict the reactants needed to synthesize the given product. Given the product [CH2:22]([O:10][C:9](=[O:11])[CH2:8][C:5]1[CH:4]=[CH:3][C:2]([NH2:1])=[CH:7][N:6]=1)[CH3:23], predict the reactants needed to synthesize it. The reactants are: [NH2:1][C:2]1[CH:3]=[CH:4][C:5]([CH2:8][C:9]([OH:11])=[O:10])=[N:6][CH:7]=1.OS(O)(=O)=O.C([O-])(O)=O.[Na+].[CH2:22](O)[CH3:23].